Dataset: Catalyst prediction with 721,799 reactions and 888 catalyst types from USPTO. Task: Predict which catalyst facilitates the given reaction. (1) Product: [Cl:14][C:10]1[CH:11]=[C:12]2[C:7](=[CH:8][CH:9]=1)[NH:6][C:5](=[O:15])[C:4]([C@@H:2]([NH:1][C:17]1[N:22]=[C:21]([N:23]3[C:27]([CH3:28])=[C:26]([CH3:29])[N:25]=[CH:24]3)[CH:20]=[CH:19][N:18]=1)[CH3:3])=[CH:13]2. Reactant: [NH2:1][C@H:2]([C:4]1[C:5](=[O:15])[NH:6][C:7]2[C:12]([CH:13]=1)=[CH:11][C:10]([Cl:14])=[CH:9][CH:8]=2)[CH3:3].Cl[C:17]1[N:22]=[C:21]([N:23]2[C:27]([CH3:28])=[C:26]([CH3:29])[N:25]=[CH:24]2)[CH:20]=[CH:19][N:18]=1.CCN(C(C)C)C(C)C.O. The catalyst class is: 16. (2) Reactant: C(N(CC)CC)C.[F:8][C:9]1[CH:15]=[CH:14][C:13]([N+:16]([O-:18])=[O:17])=[CH:12][C:10]=1[NH2:11].[C:19](Cl)(=[O:26])[C:20]1[CH:25]=[CH:24][CH:23]=[CH:22][CH:21]=1.C(OCC)C. Product: [CH3:23][CH2:22][CH2:21][CH:20]([CH3:25])[CH3:19].[F:8][C:9]1[CH:15]=[CH:14][C:13]([N+:16]([O-:18])=[O:17])=[CH:12][C:10]=1[NH:11][C:19](=[O:26])[C:20]1[CH:25]=[CH:24][CH:23]=[CH:22][CH:21]=1. The catalyst class is: 2. (3) Reactant: [Cl:1][C:2]1[CH:3]=[C:4]([CH2:8][NH2:9])[CH:5]=[CH:6][CH:7]=1.[ClH:10].[N:11]1([C:16]([NH2:18])=[NH:17])[CH:15]=[CH:14][CH:13]=[N:12]1.[CH3:19][CH2:20][N:21]([CH:25]([CH3:27])[CH3:26])[CH:22]([CH3:24])[CH3:23]. Product: [CH3:19][CH2:20][N:21]([CH:25]([CH3:27])[CH3:26])[CH:22]([CH3:24])[CH3:23].[ClH:1].[N:11]1([C:16]([NH2:18])=[NH:17])[CH:15]=[CH:14][CH:13]=[N:12]1.[Cl:1][C:2]1[CH:3]=[C:4]([CH2:8][NH2:9])[CH:5]=[CH:6][CH:7]=1.[Cl-:10].[Cl:1][C:2]1[CH:3]=[C:4]([CH:5]=[CH:6][CH:7]=1)[CH2:8][NH:9][C:16]([NH2:17])=[NH2+:11]. The catalyst class is: 3. (4) Reactant: [Cl:1][C:2]1[C:7]2[C:8](=[O:21])[N:9](C(C)(C3C=CC=CC=3)C)[CH:10](O)[C:6]=2[C:5]([Cl:22])=[CH:4][N:3]=1.FC(F)(F)C(O)=O.C([SiH](CC)CC)C.CCCCCC.C(OCC)(=O)C. Product: [Cl:1][C:2]1[C:7]2[C:8](=[O:21])[NH:9][CH2:10][C:6]=2[C:5]([Cl:22])=[CH:4][N:3]=1. The catalyst class is: 463. (5) Reactant: [F:1][C:2]1[CH:3]=[CH:4][C:5]2[N:6]([C:8]([C:11]([OH:13])=O)=[CH:9][N:10]=2)[CH:7]=1.[C:14](Cl)(=O)C(Cl)=O.CN(C=O)C.[NH2:25][C:26]1[CH:27]=[C:28]([C:33]2[N:37]=[C:36]([CH2:38][NH:39][C:40](=[O:42])[O-:41])[O:35][N:34]=2)[CH:29]=[CH:30][C:31]=1[CH3:32]. Product: [F:1][C:2]1[CH:3]=[CH:4][C:5]2[N:6]([C:8]([C:11]([NH:25][C:26]3[CH:27]=[C:28]([C:33]4[N:37]=[C:36]([CH2:38][NH:39][C:40](=[O:41])[O:42][CH3:14])[O:35][N:34]=4)[CH:29]=[CH:30][C:31]=3[CH3:32])=[O:13])=[CH:9][N:10]=2)[CH:7]=1. The catalyst class is: 272. (6) Reactant: [Cl:1][C:2]1[C:3]2[N:4]([C:8]([N:11]3[CH2:16][CH2:15][CH2:14][CH:13]([C:17]([O:19][CH3:20])=[O:18])[CH2:12]3)=[N:9][CH:10]=2)[CH:5]=[CH:6][N:7]=1.C1C(=O)N([Br:28])C(=O)C1. Product: [Br:28][C:10]1[N:9]=[C:8]([N:11]2[CH2:16][CH2:15][CH2:14][CH:13]([C:17]([O:19][CH3:20])=[O:18])[CH2:12]2)[N:4]2[CH:5]=[CH:6][N:7]=[C:2]([Cl:1])[C:3]=12. The catalyst class is: 10.